Dataset: Reaction yield outcomes from USPTO patents with 853,638 reactions. Task: Predict the reaction yield, written as a fraction of the theoretical maximum amount of product (1.0 means a 100% yield; for example, 0.34 means a 34% yield). The reactants are C(N(CC)CC)C.[C:8]1([C:26]2[CH:31]=[CH:30][CH:29]=[CH:28][CH:27]=2)[CH:13]=[CH:12][C:11]([C:14]([N:16]2[CH2:20][C:19](=[N:21][O:22][CH3:23])[CH2:18][C@H:17]2[C:24]#[N:25])=[O:15])=[CH:10][CH:9]=1.Cl.[NH2:33][OH:34]. The catalyst is C(O)C. The product is [C:8]1([C:26]2[CH:31]=[CH:30][CH:29]=[CH:28][CH:27]=2)[CH:9]=[CH:10][C:11]([C:14]([N:16]2[CH2:20][C:19](=[N:21][O:22][CH3:23])[CH2:18][C@H:17]2[C:24](=[N:33][OH:34])[NH2:25])=[O:15])=[CH:12][CH:13]=1. The yield is 0.820.